From a dataset of Aqueous solubility values for 9,982 compounds from the AqSolDB database. Regression/Classification. Given a drug SMILES string, predict its absorption, distribution, metabolism, or excretion properties. Task type varies by dataset: regression for continuous measurements (e.g., permeability, clearance, half-life) or binary classification for categorical outcomes (e.g., BBB penetration, CYP inhibition). For this dataset (solubility_aqsoldb), we predict Y. (1) The drug is Cc1c(N)cccc1Cl. The Y is -2.15 log mol/L. (2) The drug is O=c1cc(O)nc[nH]1. The Y is -1.59 log mol/L. (3) The molecule is CC(C)OP(=S)(S)OC(C)C. The Y is -0.553 log mol/L.